From a dataset of Full USPTO retrosynthesis dataset with 1.9M reactions from patents (1976-2016). Predict the reactants needed to synthesize the given product. (1) Given the product [F:13][C:2]([F:1])([F:12])[CH:3]([C:5]1[CH:6]=[CH:7][C:8]([I:11])=[CH:9][CH:10]=1)[OH:4], predict the reactants needed to synthesize it. The reactants are: [F:1][C:2]([F:13])([F:12])[C:3]([C:5]1[CH:10]=[CH:9][C:8]([I:11])=[CH:7][CH:6]=1)=[O:4].[BH4-].[Na+].[Cl-].[NH4+]. (2) Given the product [ClH:46].[ClH:46].[O:1]=[C:2]1[N:6]([CH:7]2[CH2:8][CH2:9][N:10]([CH2:13][C:14]([NH:16][C@H:17]3[CH2:26][CH2:25][C:24]4[C:19](=[CH:20][CH:21]=[C:22]([OH:27])[CH:23]=4)[C@H:18]3[CH2:29][C:30]3[CH:31]=[N:32][CH:33]=[CH:34][CH:35]=3)=[O:15])[CH2:11][CH2:12]2)[C:5]2[CH:36]=[CH:37][CH:38]=[CH:39][C:4]=2[NH:3]1, predict the reactants needed to synthesize it. The reactants are: [O:1]=[C:2]1[N:6]([CH:7]2[CH2:12][CH2:11][N:10]([CH2:13][C:14]([NH:16][C@H:17]3[CH2:26][CH2:25][C:24]4[C:19](=[CH:20][CH:21]=[C:22]([O:27]C)[CH:23]=4)[C@H:18]3[CH2:29][C:30]3[CH:31]=[N:32][CH:33]=[CH:34][CH:35]=3)=[O:15])[CH2:9][CH2:8]2)[C:5]2[CH:36]=[CH:37][CH:38]=[CH:39][C:4]=2[NH:3]1.B(Br)(Br)Br.CO.[Cl:46]CCl. (3) Given the product [Cl:1][C:2]1[CH:7]=[CH:6][CH:5]=[CH:4][C:3]=1[C:8]1[N:9]2[C:14]([CH:15]=[C:16]([OH:18])[CH:17]=1)=[C:13]([C:20]1[C:21]([Cl:27])=[CH:22][CH:23]=[CH:24][C:25]=1[Cl:26])[C:12](=[O:28])[CH:11]=[CH:10]2, predict the reactants needed to synthesize it. The reactants are: [Cl:1][C:2]1[CH:7]=[CH:6][CH:5]=[CH:4][C:3]=1[C:8]1[N:9]2[C:14]([CH:15]=[C:16]([O:18]C)[CH:17]=1)=[C:13]([C:20]1[C:25]([Cl:26])=[CH:24][CH:23]=[CH:22][C:21]=1[Cl:27])[C:12](=[O:28])[CH:11]=[CH:10]2.B(Br)(Br)Br. (4) Given the product [C:14]([N:11]1[CH2:12][CH2:13][C@H:9]([N:8]([CH3:17])[C:5]2[CH:4]=[CH:3][C:2]([NH:1][C:27]3[N:28]=[C:23]([O:22][C:21]4[CH:20]=[C:19]([NH:18][C:56](=[O:90])[CH:55]=[CH2:60])[CH:48]=[CH:47][CH:46]=4)[C:24]([O:52][CH3:49])=[CH:25][N:26]=3)=[CH:7][CH:6]=2)[CH2:10]1)(=[O:16])[CH3:15], predict the reactants needed to synthesize it. The reactants are: [NH2:1][C:2]1[CH:7]=[CH:6][C:5]([N:8]([CH3:17])[C@H:9]2[CH2:13][CH2:12][N:11]([C:14](=[O:16])[CH3:15])[CH2:10]2)=[CH:4][CH:3]=1.[NH2:18][C:19]1[CH:20]=[C:21]([CH:46]=[CH:47][CH:48]=1)[O:22][C:23]1[C:24]2C=CN[C:25]=2[N:26]=[C:27](NC2C=C(F)C(OCCOC)=C(F)C=2)[N:28]=1.[C:49]([O-:52])([O-])=O.[K+].[K+].[CH:55]1(P(C2CCCCC2)C2C=CC=CC=2C2C(C(C)C)=CC(C(C)C)=CC=2C(C)C)[CH2:60]CCC[CH2:56]1.C[OH:90]. (5) Given the product [C:17]([O:21][C:22]([N:24]1[CH2:29][CH2:28][CH:27]([O:13][C:10]2[CH:11]=[CH:12][C:7]([O:6][CH2:5][C:3]([O:2][CH3:1])=[O:4])=[C:8]([N+:14]([O-:16])=[O:15])[CH:9]=2)[CH2:26][CH2:25]1)=[O:23])([CH3:20])([CH3:18])[CH3:19], predict the reactants needed to synthesize it. The reactants are: [CH3:1][O:2][C:3]([CH2:5][O:6][C:7]1[CH:12]=[CH:11][C:10]([OH:13])=[CH:9][C:8]=1[N+:14]([O-:16])=[O:15])=[O:4].[C:17]([O:21][C:22]([N:24]1[CH2:29][CH2:28][CH:27](O)[CH2:26][CH2:25]1)=[O:23])([CH3:20])([CH3:19])[CH3:18].C1(P(C2C=CC=CC=2)C2C=CC=CC=2)C=CC=CC=1.N(C(OC(C)C)=O)=NC(OC(C)C)=O. (6) Given the product [CH3:7][C:8]12[CH2:9][CH2:10][CH:11]3[CH:20]([CH2:19][CH2:18][C:17]4[CH:16]=[C:15]([OH:26])[CH:14]=[CH:13][C:12]=43)[CH:21]1[CH2:22][CH2:23][C:24]2=[CH2:1], predict the reactants needed to synthesize it. The reactants are: [CH3:1]C(C)([O-])C.[K+].[CH3:7][C@@:8]12[C:24](=O)[CH2:23][CH2:22][C@H:21]1[C@H:20]1[C@@H:11]([C:12]3[CH:13]=[CH:14][C:15]([OH:26])=[CH:16][C:17]=3[CH2:18][CH2:19]1)[CH2:10][CH2:9]2.O. (7) Given the product [CH3:14][O:18][N:19]([CH3:20])[C:5](=[O:6])[C:4]1[CH:8]=[CH:9][N:10]=[C:2]([CH3:1])[CH:3]=1, predict the reactants needed to synthesize it. The reactants are: [CH3:1][C:2]1[CH:3]=[C:4]([CH:8]=[CH:9][N:10]=1)[C:5](O)=[O:6].CN([C:14]([O:18][N:19]1N=NC2C=CC=N[C:20]1=2)=[N+](C)C)C.F[P-](F)(F)(F)(F)F.CCN(C(C)C)C(C)C.Cl.CNOC. (8) Given the product [CH:24]1([NH:29][S:17]([C:15]2[CH:16]=[C:11]([S:8]([C:5]3[CH:6]=[CH:7][C:2]([F:1])=[CH:3][CH:4]=3)(=[O:10])=[O:9])[CH:12]=[CH:13][C:14]=2[CH2:21][CH2:22][CH3:23])(=[O:19])=[O:18])[CH2:28][CH2:27][CH2:26][CH2:25]1, predict the reactants needed to synthesize it. The reactants are: [F:1][C:2]1[CH:7]=[CH:6][C:5]([S:8]([C:11]2[CH:12]=[CH:13][C:14]([CH2:21][CH2:22][CH3:23])=[C:15]([S:17](Cl)(=[O:19])=[O:18])[CH:16]=2)(=[O:10])=[O:9])=[CH:4][CH:3]=1.[CH:24]1([NH2:29])[CH2:28][CH2:27][CH2:26][CH2:25]1.